Dataset: Full USPTO retrosynthesis dataset with 1.9M reactions from patents (1976-2016). Task: Predict the reactants needed to synthesize the given product. Given the product [CH3:24][C:23]([CH3:26])([CH3:25])[CH2:22][C:21]([NH:20][C:15]1[C:16]([CH3:19])=[C:17]([CH3:18])[C:12]2[O:11][CH2:10][CH:9]([C:6]3[CH:5]=[CH:4][C:3](/[CH:1]=[CH:30]/[C:29]([O:32][CH2:33][CH3:34])=[O:31])=[CH:8][CH:7]=3)[C:13]=2[C:14]=1[CH3:28])=[O:27], predict the reactants needed to synthesize it. The reactants are: [CH:1]([C:3]1[CH:8]=[CH:7][C:6]([CH:9]2[C:13]3[C:14]([CH3:28])=[C:15]([NH:20][C:21](=[O:27])[CH2:22][C:23]([CH3:26])([CH3:25])[CH3:24])[C:16]([CH3:19])=[C:17]([CH3:18])[C:12]=3[O:11][CH2:10]2)=[CH:5][CH:4]=1)=O.[C:29]([O:32][CH2:33][CH3:34])(=[O:31])[CH3:30].